This data is from Catalyst prediction with 721,799 reactions and 888 catalyst types from USPTO. The task is: Predict which catalyst facilitates the given reaction. (1) Reactant: [NH:1]1[CH2:5][CH2:4][C@H:3](/[CH:6]=[CH:7]/[C:8]2[CH:9]=[N:10][CH:11]=[N:12][CH:13]=2)[CH2:2]1.[C:14]([OH:21])(=[O:20])/[CH:15]=[CH:16]\[C:17]([OH:19])=[O:18]. Product: [C:14]([OH:21])(=[O:20])/[CH:15]=[CH:16]\[C:17]([OH:19])=[O:18].[NH:1]1[CH2:5][CH2:4][C@H:3](/[CH:6]=[CH:7]/[C:8]2[CH:13]=[N:12][CH:11]=[N:10][CH:9]=2)[CH2:2]1. The catalyst class is: 10. (2) Reactant: C(OC([N:8]1[CH:14]([CH2:15][C:16]2[CH:21]=[CH:20][C:19]([O:22][CH3:23])=[C:18]([O:24][CH3:25])[CH:17]=2)[C:13]2[CH:26]=[C:27]([O:32][CH3:33])[C:28]([O:30][CH3:31])=[CH:29][C:12]=2[S:11](=[O:35])(=[O:34])[CH2:10][CH2:9]1)=O)(C)(C)C.FC(F)(F)C(O)=O.O.[OH-].[Na+].C(Cl)Cl.CO. Product: [CH3:25][O:24][C:18]1[CH:17]=[C:16]([CH:21]=[CH:20][C:19]=1[O:22][CH3:23])[CH2:15][CH:14]1[C:13]2[CH:26]=[C:27]([O:32][CH3:33])[C:28]([O:30][CH3:31])=[CH:29][C:12]=2[S:11](=[O:35])(=[O:34])[CH2:10][CH2:9][NH:8]1. The catalyst class is: 2. (3) Reactant: [Br:1][C:2]1[C:3]2[C:15]([CH3:16])=[CH:14][CH:13]=[CH:12][C:4]=2[S:5][C:6]=1[C:7]([O:9]CC)=[O:8].[OH-].[K+]. Product: [Br:1][C:2]1[C:3]2[C:15]([CH3:16])=[CH:14][CH:13]=[CH:12][C:4]=2[S:5][C:6]=1[C:7]([OH:9])=[O:8]. The catalyst class is: 24. (4) Reactant: [NH2:1][CH:2]1[CH2:11][C:10]2[C:9]([C:12]([NH2:14])=[O:13])=[CH:8][CH:7]=[C:6]([F:15])[C:5]=2[O:4][CH2:3]1.[F:16][C:17]1[CH:18]=[C:19]2[C:23](=[CH:24][CH:25]=1)[NH:22][CH:21]=[C:20]2[C@H:26]([CH3:30])[CH2:27][CH:28]=O.C(O)(=O)C.C([BH3-])#N.[Na+]. Product: [F:15][C:6]1[C:5]2[O:4][CH2:3][CH:2]([NH:1][CH2:28][CH2:27][C@H:26]([C:20]3[C:19]4[C:23](=[CH:24][CH:25]=[C:17]([F:16])[CH:18]=4)[NH:22][CH:21]=3)[CH3:30])[CH2:11][C:10]=2[C:9]([C:12]([NH2:14])=[O:13])=[CH:8][CH:7]=1. The catalyst class is: 5. (5) Reactant: [C:1]([O:5][C:6]([N:8]1[CH2:13][CH2:12][N:11]([C:14](=[O:19])[CH2:15][C:16]([OH:18])=O)[CH2:10][CH2:9]1)=[O:7])([CH3:4])([CH3:3])[CH3:2].[F:20][C:21]([F:35])([F:34])[C:22]1[CH:27]=[C:26]([C:28]([F:31])([F:30])[F:29])[CH:25]=[C:24]([NH2:32])[C:23]=1[NH2:33].CN(C(ON1N=NC2C=CC=NC1=2)=[N+](C)C)C.F[P-](F)(F)(F)(F)F. Product: [NH2:33][C:23]1[C:22]([C:21]([F:20])([F:34])[F:35])=[CH:27][C:26]([C:28]([F:29])([F:30])[F:31])=[CH:25][C:24]=1[NH:32][C:16](=[O:18])[CH2:15][C:14]([N:11]1[CH2:10][CH2:9][N:8]([C:6]([O:5][C:1]([CH3:2])([CH3:3])[CH3:4])=[O:7])[CH2:13][CH2:12]1)=[O:19]. The catalyst class is: 2. (6) Reactant: C([O:8][C:9]1[CH:14]=[CH:13][C:12]([O:15][CH2:16][O:17][CH3:18])=[CH:11][N:10]=1)C1C=CC=CC=1. Product: [CH3:18][O:17][CH2:16][O:15][C:12]1[CH:13]=[CH:14][C:9]([OH:8])=[N:10][CH:11]=1. The catalyst class is: 50.